From a dataset of Full USPTO retrosynthesis dataset with 1.9M reactions from patents (1976-2016). Predict the reactants needed to synthesize the given product. Given the product [CH3:1][O:2][C:3]1[CH:8]=[CH:7][CH:6]=[CH:5][C:4]=1[C:9]1[C:13]([C:14]([OH:16])=[O:15])=[C:12]([CH3:19])[O:11][N:10]=1, predict the reactants needed to synthesize it. The reactants are: [CH3:1][O:2][C:3]1[CH:8]=[CH:7][CH:6]=[CH:5][C:4]=1[C:9]1[C:13]([C:14]([O:16]CC)=[O:15])=[C:12]([CH3:19])[O:11][N:10]=1.[OH-].[Na+].CCOCC.Cl.